Dataset: Reaction yield outcomes from USPTO patents with 853,638 reactions. Task: Predict the reaction yield, written as a fraction of the theoretical maximum amount of product (1.0 means a 100% yield; for example, 0.34 means a 34% yield). The reactants are C1(P(C2C=CC=CC=2)C2C=CC=CC=2)C=CC=CC=1.[CH:20]([S:33][CH2:34][CH2:35]O)([C:27]1[CH:32]=[CH:31][CH:30]=[CH:29][CH:28]=1)[C:21]1[CH:26]=[CH:25][CH:24]=[CH:23][CH:22]=1.C(Br)(Br)(Br)[Br:38]. The catalyst is CC#N. The product is [CH:20]([S:33][CH2:34][CH2:35][Br:38])([C:27]1[CH:32]=[CH:31][CH:30]=[CH:29][CH:28]=1)[C:21]1[CH:26]=[CH:25][CH:24]=[CH:23][CH:22]=1. The yield is 0.760.